From a dataset of HIV replication inhibition screening data with 41,000+ compounds from the AIDS Antiviral Screen. Binary Classification. Given a drug SMILES string, predict its activity (active/inactive) in a high-throughput screening assay against a specified biological target. (1) The molecule is Nc1ncnc2c1nnn2C1C=CC(COS(N)(=O)=O)C1. The result is 0 (inactive). (2) The compound is COC1=CC=C2CC(=C1)CCC1C2CCC2(C)C(=O)CCC12. The result is 0 (inactive). (3) The molecule is Cc1cc(NS(=O)(=O)c2ccc(Nc3c4ccccc4nc4ccccc34)cc2)no1. The result is 0 (inactive). (4) The drug is CN1CCN(c2ccc3c(c2)NCC(=O)N3)CC1. The result is 0 (inactive). (5) The compound is Clc1ncnc2c1ncn2CCCCCCCCCCCCn1cnc2c(Cl)ncnc21. The result is 0 (inactive). (6) The compound is Cc1c(N)c2ccccc2c(=O)n1C. The result is 0 (inactive).